From a dataset of Reaction yield outcomes from USPTO patents with 853,638 reactions. Predict the reaction yield, written as a fraction of the theoretical maximum amount of product (1.0 means a 100% yield; for example, 0.34 means a 34% yield). (1) The product is [Cl:16][C:12]1[CH:11]=[C:10]([NH:9][C:5]2[N:6]=[CH:7][N:8]=[C:3]([NH:20][CH2:19][CH2:17][OH:18])[CH:4]=2)[CH:15]=[CH:14][CH:13]=1. The yield is 0.680. The catalyst is CCCCO. The reactants are Cl.Cl[C:3]1[N:8]=[CH:7][N:6]=[C:5]([NH:9][C:10]2[CH:15]=[CH:14][CH:13]=[C:12]([Cl:16])[CH:11]=2)[CH:4]=1.[CH2:17]([CH2:19][NH2:20])[OH:18].CCN(C(C)C)C(C)C. (2) The reactants are [CH2:1]([O:3][C:4]([C:6]1[NH:7][N:8]=[C:9]([C:11]2[S:15][C:14]([C:16]3[CH:21]=[CH:20][CH:19]=[CH:18][CH:17]=3)=[N:13][C:12]=2[CH2:22]OC)[CH:10]=1)=[O:5])[CH3:2].B(Br)(Br)[Br:26]. The catalyst is C(Cl)Cl. The product is [CH2:1]([O:3][C:4]([C:6]1[NH:7][N:8]=[C:9]([C:11]2[S:15][C:14]([C:16]3[CH:21]=[CH:20][CH:19]=[CH:18][CH:17]=3)=[N:13][C:12]=2[CH2:22][Br:26])[CH:10]=1)=[O:5])[CH3:2]. The yield is 0.360. (3) The reactants are N[C:2]1[CH2:3][C:4]([C:20]([O:22][CH2:23][CH3:24])=[O:21])=[CH:5][C:6]2[CH:12]=[CH:11][C:10]([C:13]([F:19])([F:18])[C:14]([F:17])([F:16])[F:15])=[CH:9][C:7]=2[N:8]=1.[CH3:25][C:26]([O:29][C:30](O[C:30]([O:29][C:26]([CH3:28])([CH3:27])[CH3:25])=[O:31])=[O:31])([CH3:28])[CH3:27]. The catalyst is C(Cl)Cl. The product is [C:26]([O:29][C:30]([C:2]1[CH2:3][C:4]([C:20]([O:22][CH2:23][CH3:24])=[O:21])=[CH:5][C:6]2[CH:12]=[CH:11][C:10]([C:13]([F:18])([F:19])[C:14]([F:16])([F:17])[F:15])=[CH:9][C:7]=2[N:8]=1)=[O:31])([CH3:28])([CH3:27])[CH3:25]. The yield is 0.660. (4) The reactants are [C:1]([O:5][C:6]([NH:8][C@@H:9]1[CH2:14][C@H:13]([NH:15][C:16]([O:18][C:19]([CH3:22])([CH3:21])[CH3:20])=[O:17])[CH2:12][NH:11][CH2:10]1)=[O:7])([CH3:4])([CH3:3])[CH3:2].[CH2:23]([O:30][C:31]1[CH:36]=[C:35]([NH:37][C:38]2[N:43]=[C:42](Cl)[N:41]=[C:40](Cl)[N:39]=2)[CH:34]=[CH:33][C:32]=1[NH:46][C:47](=[O:49])[CH3:48])[C:24]1[CH:29]=[CH:28][CH:27]=[CH:26][CH:25]=1. The catalyst is CN(C=O)C. The product is [CH2:23]([O:30][C:31]1[CH:36]=[C:35]([NH:37][C:38]2[N:43]=[C:42]([N:11]3[CH2:12][C@@H:13]([NH:15][C:16]([O:18][C:19]([CH3:22])([CH3:21])[CH3:20])=[O:17])[CH2:14][C@@H:9]([NH:8][C:6]([O:5][C:1]([CH3:4])([CH3:3])[CH3:2])=[O:7])[CH2:10]3)[N:41]=[C:40]([N:11]3[CH2:12][C@@H:13]([NH:15][C:16]([O:18][C:19]([CH3:21])([CH3:22])[CH3:20])=[O:17])[CH2:14][C@@H:9]([NH:8][C:6]([O:5][C:1]([CH3:4])([CH3:3])[CH3:2])=[O:7])[CH2:10]3)[N:39]=2)[CH:34]=[CH:33][C:32]=1[NH:46][C:47](=[O:49])[CH3:48])[C:24]1[CH:29]=[CH:28][CH:27]=[CH:26][CH:25]=1. The yield is 0.950. (5) The reactants are [CH2:1]([O:8][C:9]1[CH:14]=[CH:13][C:12]([OH:15])=[C:11]([N+:16]([O-:18])=[O:17])[CH:10]=1)[C:2]1[CH:7]=[CH:6][CH:5]=[CH:4][CH:3]=1.C([O-])([O-])=O.[K+].[K+].[Na+].[I-].Br[CH2:28][CH2:29][CH2:30][C:31]([O:33][CH2:34][CH3:35])=[O:32]. The catalyst is CN(C=O)C.CCOC(C)=O. The product is [CH2:1]([O:8][C:9]1[CH:14]=[CH:13][C:12]([O:15][CH2:28][CH2:29][CH2:30][C:31]([O:33][CH2:34][CH3:35])=[O:32])=[C:11]([N+:16]([O-:18])=[O:17])[CH:10]=1)[C:2]1[CH:3]=[CH:4][CH:5]=[CH:6][CH:7]=1. The yield is 0.620. (6) The reactants are [CH3:1][C:2]1([CH3:7])[N:6]=[CH:5][CH2:4][CH2:3]1.[CH2:8]([Mg]Br)[CH:9]=[CH2:10].C(OCC)C. The catalyst is C1COCC1. The product is [CH2:10]([CH:5]1[NH:6][C:2]([CH3:7])([CH3:1])[CH2:3][CH2:4]1)[CH:9]=[CH2:8]. The yield is 0.440. (7) The reactants are [N:1]1[C:10]2[C@H:9]([NH2:11])[CH2:8][CH2:7][CH2:6][C:5]=2[CH:4]=[CH:3][CH:2]=1.[O:12]=[C:13]1[C:21]2[C:16](=[CH:17][CH:18]=[CH:19][CH:20]=2)[C:15](=[O:22])[N:14]1[CH2:23][CH2:24][CH2:25][CH:26]=O.C(=O)([O-])[O-].[K+].[K+]. The catalyst is O1CCCC1. The product is [N:1]1[C:10]2[C@H:9]([NH:11][CH2:26][CH2:25][CH2:24][CH2:23][N:14]3[C:15](=[O:22])[C:16]4[C:21](=[CH:20][CH:19]=[CH:18][CH:17]=4)[C:13]3=[O:12])[CH2:8][CH2:7][CH2:6][C:5]=2[CH:4]=[CH:3][CH:2]=1. The yield is 0.820. (8) The reactants are [NH2:1][C@@H:2]([CH2:31][C:32]1[CH:37]=[CH:36][CH:35]=[CH:34][CH:33]=1)[C@@H:3]([OH:30])[CH2:4][C:5]([NH:7][C@@H:8]([C@@H:26]([CH3:29])[CH2:27][CH3:28])[C:9]([NH:11][C@@H:12]([CH:23]([CH3:25])[CH3:24])[C:13]([O:15][CH2:16][C:17]1[CH:22]=[CH:21][CH:20]=[CH:19][CH:18]=1)=[O:14])=[O:10])=[O:6].[CH3:38][CH:39]([CH3:59])[C@H:40]([NH:44][C:45](=[O:58])[C@@H:46]([NH:51][C:52](=[O:57])[CH2:53][CH:54]([CH3:56])[CH3:55])[CH2:47][CH:48]([CH3:50])[CH3:49])[C:41](O)=[O:42].C(N(C(C)C)C(C)C)C.CN(C(ON1N=NC2C=CC=NC1=2)=[N+](C)C)C.F[P-](F)(F)(F)(F)F.C(=O)([O-])O.[Na+]. The product is [OH:30][C@H:3]([C@@H:2]([NH:1][C:41](=[O:42])[C@@H:40]([NH:44][C:45](=[O:58])[C@@H:46]([NH:51][C:52](=[O:57])[CH2:53][CH:54]([CH3:56])[CH3:55])[CH2:47][CH:48]([CH3:49])[CH3:50])[CH:39]([CH3:59])[CH3:38])[CH2:31][C:32]1[CH:37]=[CH:36][CH:35]=[CH:34][CH:33]=1)[CH2:4][C:5]([NH:7][C@@H:8]([C@@H:26]([CH3:29])[CH2:27][CH3:28])[C:9]([NH:11][C@@H:12]([CH:23]([CH3:24])[CH3:25])[C:13]([O:15][CH2:16][C:17]1[CH:18]=[CH:19][CH:20]=[CH:21][CH:22]=1)=[O:14])=[O:10])=[O:6]. The catalyst is CN(C=O)C. The yield is 0.650. (9) The yield is 0.514. The catalyst is C(Cl)Cl.CC(=O)OCC. The reactants are [CH3:1][O:2][C:3]1[N:8]=[CH:7][C:6]([CH2:9][C:10]2[C:11](=[O:17])[NH:12][C:13](=[S:16])[NH:14][CH:15]=2)=[CH:5][N:4]=1.Cl[CH2:19][C:20]1[CH:25]=[CH:24][C:23]([O:26][C:27]2[CH:32]=[CH:31][C:30]([F:33])=[CH:29][CH:28]=2)=[CH:22][CH:21]=1.C(NC(C)C)(C)C. The product is [F:33][C:30]1[CH:31]=[CH:32][C:27]([O:26][C:23]2[CH:24]=[CH:25][C:20]([CH2:19][S:16][C:13]3[NH:14][CH:15]=[C:10]([CH2:9][C:6]4[CH:7]=[N:8][C:3]([O:2][CH3:1])=[N:4][CH:5]=4)[C:11](=[O:17])[N:12]=3)=[CH:21][CH:22]=2)=[CH:28][CH:29]=1. (10) The reactants are [CH3:1][O:2][C:3]1[CH:11]=[CH:10][CH:9]=[CH:8][C:4]=1[C:5]([OH:7])=O.[F:12][C:13]1[CH:18]=[CH:17][C:16]([NH:19][C:20]([C:22]2[C:26]([NH2:27])=[CH:25][NH:24][N:23]=2)=[O:21])=[CH:15][CH:14]=1.C(Cl)CCl.C1C=CC2N(O)N=NC=2C=1. The catalyst is CN(C=O)C. The product is [F:12][C:13]1[CH:14]=[CH:15][C:16]([NH:19][C:20]([C:22]2[C:26]([NH:27][C:5](=[O:7])[C:4]3[CH:8]=[CH:9][CH:10]=[CH:11][C:3]=3[O:2][CH3:1])=[CH:25][NH:24][N:23]=2)=[O:21])=[CH:17][CH:18]=1. The yield is 0.150.